Dataset: Forward reaction prediction with 1.9M reactions from USPTO patents (1976-2016). Task: Predict the product of the given reaction. (1) The product is: [CH2:7]([C:4]1[S:3][C:2]([C:18]#[C:17][Si:14]([CH3:16])([CH3:15])[CH3:13])=[CH:6][CH:5]=1)[CH2:8][CH2:9][CH2:10][CH2:11][CH3:12]. Given the reactants Br[C:2]1[S:3][C:4]([CH2:7][CH2:8][CH2:9][CH2:10][CH2:11][CH3:12])=[CH:5][CH:6]=1.[CH3:13][Si:14]([CH2:17][CH3:18])([CH3:16])[CH3:15], predict the reaction product. (2) Given the reactants [NH2:1][CH:2]1[N:8]=[C:7]([C:9]2[CH:14]=[CH:13][CH:12]=[CH:11][CH:10]=2)[C:6]2[CH:15]=[CH:16][CH:17]=[CH:18][C:5]=2[N:4]([CH3:19])[C:3]1=[O:20].[CH3:21][CH:22]([C:26]([NH:28][CH2:29][C:30]1[CH:35]=[C:34]([F:36])[CH:33]=[C:32]([F:37])[C:31]=1[F:38])=[O:27])[C:23](O)=[O:24], predict the reaction product. The product is: [CH3:21][CH:22]([C:26]([NH:28][CH2:29][C:30]1[CH:35]=[C:34]([F:36])[CH:33]=[C:32]([F:37])[C:31]=1[F:38])=[O:27])[C:23]([NH:1][CH:2]1[C:3](=[O:20])[N:4]([CH3:19])[C:5]2[CH:18]=[CH:17][CH:16]=[CH:15][C:6]=2[C:7]([C:9]2[CH:14]=[CH:13][CH:12]=[CH:11][CH:10]=2)=[N:8]1)=[O:24].